From a dataset of Reaction yield outcomes from USPTO patents with 853,638 reactions. Predict the reaction yield, written as a fraction of the theoretical maximum amount of product (1.0 means a 100% yield; for example, 0.34 means a 34% yield). (1) The reactants are [CH3:1][O:2][C:3](=[O:20])[CH:4]([C:12]1[CH:17]=[CH:16][C:15]([Cl:18])=[C:14]([Cl:19])[CH:13]=1)[CH2:5][CH:6]1[CH2:10][CH2:9][CH:8]([OH:11])[CH2:7]1.C[N+]1([O-])CCOCC1.C([N+](CCC)(CCC)CCC)CC. The catalyst is C(Cl)Cl. The product is [CH3:1][O:2][C:3](=[O:20])[CH:4]([C:12]1[CH:17]=[CH:16][C:15]([Cl:18])=[C:14]([Cl:19])[CH:13]=1)[CH2:5][CH:6]1[CH2:10][CH2:9][C:8](=[O:11])[CH2:7]1. The yield is 0.738. (2) The reactants are [CH3:1][O:2][C:3]1[CH:4]=[C:5]([CH:10]=[CH:11][CH:12]=1)[C:6]([NH:8][NH2:9])=[O:7].[CH3:13][NH:14][C:15]1[CH:23]=[CH:22][C:18]([C:19](O)=O)=[CH:17][CH:16]=1.CCN(CC)CC.[Cl-].ClC1N(C)CC[NH+]1C. The catalyst is C(Cl)Cl. The product is [CH3:1][O:2][C:3]1[CH:4]=[C:5]([C:6]2[O:7][C:19]([C:18]3[CH:22]=[CH:23][C:15]([NH:14][CH3:13])=[CH:16][CH:17]=3)=[N:9][N:8]=2)[CH:10]=[CH:11][CH:12]=1. The yield is 0.260.